This data is from Forward reaction prediction with 1.9M reactions from USPTO patents (1976-2016). The task is: Predict the product of the given reaction. Given the reactants [OH:1][CH2:2][C:3]([N:5]([CH2:7][CH2:8][N:9]([C:11]1[CH:16]=[CH:15][C:14]([N+:17]([O-])=O)=[C:13]([O:20][CH3:21])[CH:12]=1)[CH3:10])[CH3:6])=[O:4].C(O)C, predict the reaction product. The product is: [NH2:17][C:14]1[CH:15]=[CH:16][C:11]([N:9]([CH3:10])[CH2:8][CH2:7][N:5]([CH3:6])[C:3](=[O:4])[CH2:2][OH:1])=[CH:12][C:13]=1[O:20][CH3:21].